Dataset: Forward reaction prediction with 1.9M reactions from USPTO patents (1976-2016). Task: Predict the product of the given reaction. Given the reactants [S:1]([O:8]S(C(F)(F)F)(=O)=O)([C:4]([F:7])([F:6])[F:5])(=[O:3])=[O:2].O[C:17]1[CH:18]=[C:19]2[C:24](=[CH:25][CH:26]=1)[N:23]=[CH:22][CH:21]=[CH:20]2.N1C=CC=CC=1, predict the reaction product. The product is: [F:5][C:4]([F:7])([F:6])[S:1]([O:8][C:17]1[CH:18]=[C:19]2[C:24](=[CH:25][CH:26]=1)[N:23]=[CH:22][CH:21]=[CH:20]2)(=[O:3])=[O:2].